From a dataset of Catalyst prediction with 721,799 reactions and 888 catalyst types from USPTO. Predict which catalyst facilitates the given reaction. (1) Reactant: C(=O)([O-])[O-].[Cs+].[Cs+].Br[CH2:8][CH2:9][CH2:10][Cl:11].CN(C=O)C.[OH:17][C:18]1[N:22]([CH3:23])[N:21]=[C:20]([C:24]([O:26][CH3:27])=[O:25])[CH:19]=1. Product: [Cl:11][CH2:10][CH2:9][CH2:8][O:17][C:18]1[N:22]([CH3:23])[N:21]=[C:20]([C:24]([O:26][CH3:27])=[O:25])[CH:19]=1. The catalyst class is: 6. (2) Reactant: [CH3:1][C:2]1[NH:13][C:5]2=[N:6][CH:7]=[C:8]([N+:10]([O-])=O)[CH:9]=[C:4]2[C:3]=1[CH3:14].[Cl-].[NH4+].C(O)C. Product: [CH3:1][C:2]1[NH:13][C:5]2=[N:6][CH:7]=[C:8]([NH2:10])[CH:9]=[C:4]2[C:3]=1[CH3:14]. The catalyst class is: 150.